Dataset: Forward reaction prediction with 1.9M reactions from USPTO patents (1976-2016). Task: Predict the product of the given reaction. (1) Given the reactants [F:1][C:2]1[CH:7]=[CH:6][C:5]([N:8]2[C:16]3[C:11](=[CH:12][C:13]([O:17][C@H:18]([C:22]4[CH:27]=[CH:26][CH:25]=[C:24]([O:28][CH3:29])[CH:23]=4)[C@@H:19]([NH2:21])[CH3:20])=[CH:14][CH:15]=3)[CH:10]=[N:9]2)=[CH:4][CH:3]=1.[CH3:30][O:31][CH2:32][C:33](Cl)=[O:34], predict the reaction product. The product is: [F:1][C:2]1[CH:3]=[CH:4][C:5]([N:8]2[C:16]3[C:11](=[CH:12][C:13]([O:17][C@H:18]([C:22]4[CH:27]=[CH:26][CH:25]=[C:24]([O:28][CH3:29])[CH:23]=4)[C@@H:19]([NH:21][C:33](=[O:34])[CH2:32][O:31][CH3:30])[CH3:20])=[CH:14][CH:15]=3)[CH:10]=[N:9]2)=[CH:6][CH:7]=1. (2) Given the reactants [C:1]([N:5]([C:26](=[O:35])[C:27]1[CH:32]=[C:31]([CH3:33])[CH:30]=[C:29]([CH3:34])[CH:28]=1)[NH:6][C:7](=[O:25])[C:8]1[CH:13]=[CH:12][C:11]([CH:14]=O)=[C:10]([B:16]2[O:20]C(C)(C)C(C)(C)[O:17]2)[CH:9]=1)([CH3:4])([CH3:3])[CH3:2].Cl.[NH2:37]O.[OH-].[Na+].C(Cl)Cl, predict the reaction product. The product is: [C:1]([N:5]([C:26](=[O:35])[C:27]1[CH:32]=[C:31]([CH3:33])[CH:30]=[C:29]([CH3:34])[CH:28]=1)[NH:6][C:7]([C:8]1[CH:13]=[CH:12][C:11]2[CH:14]=[N:37][O:17][B:16]([OH:20])[C:10]=2[CH:9]=1)=[O:25])([CH3:4])([CH3:3])[CH3:2]. (3) Given the reactants [CH2:1]([O:3][C:4]([C:6]1[N:7]([C:16]2[CH:21]=[CH:20][C:19]([O:22][CH:23]([CH3:25])[CH3:24])=[CH:18][CH:17]=2)[C:8]2[C:13]([CH:14]=1)=[CH:12][C:11]([OH:15])=[CH:10][CH:9]=2)=[O:5])[CH3:2].C([O-])([O-])=O.[K+].[K+].Cl[C:33]1[CH:38]=[CH:37][C:36]([C:39]([F:42])([F:41])[F:40])=[CH:35][N:34]=1.CN(C=O)C, predict the reaction product. The product is: [CH2:1]([O:3][C:4]([C:6]1[N:7]([C:16]2[CH:21]=[CH:20][C:19]([O:22][CH:23]([CH3:24])[CH3:25])=[CH:18][CH:17]=2)[C:8]2[C:13]([CH:14]=1)=[CH:12][C:11]([O:15][C:33]1[CH:38]=[CH:37][C:36]([C:39]([F:42])([F:41])[F:40])=[CH:35][N:34]=1)=[CH:10][CH:9]=2)=[O:5])[CH3:2].